This data is from Catalyst prediction with 721,799 reactions and 888 catalyst types from USPTO. The task is: Predict which catalyst facilitates the given reaction. (1) Reactant: C(OC([NH:8][C:9]1[S:13][C:12]([C:14]2[C:19]([F:20])=[CH:18][CH:17]=[CH:16][C:15]=2[F:21])=[N:11][C:10]=1[C:22]([OH:24])=O)=O)(C)(C)C.[NH2:25][C:26]1[C:27]([N:35]2[CH2:40][C@H:39]([CH3:41])[C@:38]([OH:43])([CH3:42])[C@H:37]([NH:44]C(=O)OC(C)(C)C)[CH2:36]2)=[C:28]2[CH2:34][CH2:33][O:32][C:29]2=[N:30][CH:31]=1.CN(C(ON1N=NC2C=CC=NC1=2)=[N+](C)C)C.F[P-](F)(F)(F)(F)F.CCN(C(C)C)C(C)C. Product: [NH2:8][C:9]1[S:13][C:12]([C:14]2[C:15]([F:21])=[CH:16][CH:17]=[CH:18][C:19]=2[F:20])=[N:11][C:10]=1[C:22]([NH:25][C:26]1[C:27]([N:35]2[CH2:40][C@H:39]([CH3:41])[C@:38]([OH:43])([CH3:42])[C@H:37]([NH2:44])[CH2:36]2)=[C:28]2[CH2:34][CH2:33][O:32][C:29]2=[N:30][CH:31]=1)=[O:24]. The catalyst class is: 3. (2) Reactant: [CH3:1][O:2][C:3]1[CH:4]=[C:5]([NH:10][C:11]2[N:16]=[C:15]([N:17]3[C:21]([CH3:22])=[CH:20][C:19]([C:23]([F:26])([F:25])[F:24])=[N:18]3)[C:14]([C:27]3[CH:28]=[C:29]([C:35]([O:37]C)=[O:36])[C:30](=[O:34])[N:31]([CH3:33])[CH:32]=3)=[CH:13][N:12]=2)[CH:6]=[C:7]([CH3:9])[CH:8]=1.[OH-].[Na+]. Product: [CH3:1][O:2][C:3]1[CH:4]=[C:5]([NH:10][C:11]2[N:16]=[C:15]([N:17]3[C:21]([CH3:22])=[CH:20][C:19]([C:23]([F:26])([F:25])[F:24])=[N:18]3)[C:14]([C:27]3[CH:28]=[C:29]([C:35]([OH:37])=[O:36])[C:30](=[O:34])[N:31]([CH3:33])[CH:32]=3)=[CH:13][N:12]=2)[CH:6]=[C:7]([CH3:9])[CH:8]=1. The catalyst class is: 20. (3) Reactant: [O:1]1[CH:5]=[CH:4][CH:3]=[C:2]1[C:6](Cl)=[O:7].[OH-].[Na+].[CH:11]1[C:23]2[CH:22]([CH2:24][O:25][C:26]([NH:28][C@@H:29]([CH2:33][CH2:34][NH2:35])[C:30]([OH:32])=[O:31])=[O:27])[C:21]3[C:16](=[CH:17][CH:18]=[CH:19][CH:20]=3)[C:15]=2[CH:14]=[CH:13][CH:12]=1. Product: [CH:20]1[C:21]2[CH:22]([CH2:24][O:25][C:26]([NH:28][C@@H:29]([CH2:33][CH2:34][NH:35][C:6]([C:2]3[O:1][CH:5]=[CH:4][CH:3]=3)=[O:7])[C:30]([OH:32])=[O:31])=[O:27])[C:23]3[C:15](=[CH:14][CH:13]=[CH:12][CH:11]=3)[C:16]=2[CH:17]=[CH:18][CH:19]=1. The catalyst class is: 1. (4) Reactant: [Br:1][C:2]1[CH:3]=[C:4]([Cl:11])[C:5]([F:10])=[C:6]([CH:9]=1)[CH2:7][NH2:8].[CH3:12][C:13]([O:16][C:17](O[C:17]([O:16][C:13]([CH3:15])([CH3:14])[CH3:12])=[O:18])=[O:18])([CH3:15])[CH3:14].C([O-])(O)=O.[Na+]. Product: [C:13]([O:16][C:17](=[O:18])[NH:8][CH2:7][C:6]1[CH:9]=[C:2]([Br:1])[CH:3]=[C:4]([Cl:11])[C:5]=1[F:10])([CH3:15])([CH3:14])[CH3:12]. The catalyst class is: 38. (5) Reactant: [CH3:1][N:2]1[CH2:7][CH2:6][N:5]([CH2:8][C:9]2[S:17][C:16]3[C:15]([N:18]4[CH2:23][CH2:22][O:21][CH2:20][CH2:19]4)=[N:14][C:13]([C:24]4[CH:29]=[CH:28][CH:27]=[C:26]([O:30][SiH2]C(C)(C)C(C)(C)C)[CH:25]=4)=[N:12][C:11]=3[CH:10]=2)[CH2:4][CH2:3]1.[F-].C([N+](CCCC)(CCCC)CCCC)CCC. Product: [CH3:1][N:2]1[CH2:7][CH2:6][N:5]([CH2:8][C:9]2[S:17][C:16]3[C:15]([N:18]4[CH2:19][CH2:20][O:21][CH2:22][CH2:23]4)=[N:14][C:13]([C:24]4[CH:25]=[C:26]([OH:30])[CH:27]=[CH:28][CH:29]=4)=[N:12][C:11]=3[CH:10]=2)[CH2:4][CH2:3]1. The catalyst class is: 1. (6) Reactant: [F:1][C:2]1([F:21])[C:14]2[CH:13]=[C:12]([N+:15]([O-])=O)[CH:11]=[CH:10][C:9]=2[C:8]2[C:3]1=[CH:4][C:5]([N+:18]([O-])=O)=[CH:6][CH:7]=2.O.NN. Product: [F:1][C:2]1([F:21])[C:3]2[CH:4]=[C:5]([NH2:18])[CH:6]=[CH:7][C:8]=2[C:9]2[C:14]1=[CH:13][C:12]([NH2:15])=[CH:11][CH:10]=2. The catalyst class is: 3. (7) Reactant: Cl[C:2]1[CH:7]=[CH:6][C:5]([N+:8]([O-:10])=[O:9])=[CH:4][C:3]=1[CH:11]=[CH:12][C:13]([O:15][CH3:16])=[O:14].[F-:17].[K+].CS(C)=O. Product: [F:17][C:2]1[CH:7]=[CH:6][C:5]([N+:8]([O-:10])=[O:9])=[CH:4][C:3]=1[CH:11]=[CH:12][C:13]([O:15][CH3:16])=[O:14]. The catalyst class is: 13.